Dataset: Catalyst prediction with 721,799 reactions and 888 catalyst types from USPTO. Task: Predict which catalyst facilitates the given reaction. (1) The catalyst class is: 107. Product: [CH3:38][N:31]1[CH:28]([C:32]2[CH:37]=[CH:36][CH:35]=[CH:34][CH:33]=2)[CH2:29][N:30]=[C:1]1[C:3]1[N:4]=[C:5]([CH:8]2[CH2:13][CH2:12][N:11]([C:14](=[O:26])[CH2:15][N:16]3[C:20]([CH3:21])=[CH:19][C:18]([C:22]([F:25])([F:24])[F:23])=[N:17]3)[CH2:10][CH2:9]2)[S:6][CH:7]=1. Reactant: [CH:1]([C:3]1[N:4]=[C:5]([CH:8]2[CH2:13][CH2:12][N:11]([C:14](=[O:26])[CH2:15][N:16]3[C:20]([CH3:21])=[CH:19][C:18]([C:22]([F:25])([F:24])[F:23])=[N:17]3)[CH2:10][CH2:9]2)[S:6][CH:7]=1)=O.C[C:28]([C:32]1[CH:37]=[CH:36][CH:35]=[CH:34][CH:33]=1)([NH2:31])[CH2:29][NH2:30].[C:38](=O)([O-])[O-].[K+].[K+].II. (2) Reactant: [CH2:1]([O:8][C:9]1[CH:18]=[C:17]2[C:12]([C:13](Cl)=[N:14][CH:15]=[N:16]2)=[CH:11][CH:10]=1)[C:2]1[CH:7]=[CH:6][CH:5]=[CH:4][CH:3]=1.[NH2:20][C:21]1[CH:22]=[C:23]([NH:28][C:29](=[O:41])[C:30]2[CH:35]=[CH:34][CH:33]=[C:32]([C:36]([C:39]#[N:40])([CH3:38])[CH3:37])[CH:31]=2)[CH:24]=[CH:25][C:26]=1[CH3:27]. Product: [CH2:1]([O:8][C:9]1[CH:18]=[C:17]2[C:12]([C:13]([NH:20][C:21]3[CH:22]=[C:23]([NH:28][C:29](=[O:41])[C:30]4[CH:35]=[CH:34][CH:33]=[C:32]([C:36]([C:39]#[N:40])([CH3:38])[CH3:37])[CH:31]=4)[CH:24]=[CH:25][C:26]=3[CH3:27])=[N:14][CH:15]=[N:16]2)=[CH:11][CH:10]=1)[C:2]1[CH:7]=[CH:6][CH:5]=[CH:4][CH:3]=1. The catalyst class is: 32. (3) Reactant: [CH:1]1([S:4]([C:7]2[CH:12]=[CH:11][C:10]([CH:13]([CH2:31][CH:32]3[CH2:37][CH2:36][O:35][CH2:34][CH2:33]3)[C:14](=O)[CH2:15][CH2:16][C:17]([C:19]3[S:20][C:21]([CH:24]([OH:29])[C:25]([F:28])([F:27])[F:26])=[CH:22][N:23]=3)=O)=[CH:9][CH:8]=2)(=[O:6])=[O:5])[CH2:3][CH2:2]1.C([O-])(=O)C.[NH4+:42].[OH-].[Na+]. Product: [CH:1]1([S:4]([C:7]2[CH:12]=[CH:11][C:10]([CH:13]([C:14]3[NH:42][C:17]([C:19]4[S:20][C:21]([CH:24]([OH:29])[C:25]([F:28])([F:26])[F:27])=[CH:22][N:23]=4)=[CH:16][CH:15]=3)[CH2:31][CH:32]3[CH2:33][CH2:34][O:35][CH2:36][CH2:37]3)=[CH:9][CH:8]=2)(=[O:6])=[O:5])[CH2:3][CH2:2]1. The catalyst class is: 15. (4) Reactant: [NH:1]1[CH2:5][CH2:4][C@@H:3]([NH:6][C:7](=[O:13])[O:8][C:9]([CH3:12])([CH3:11])[CH3:10])[CH2:2]1.N1C=CC=CC=1.[Cl:20][C:21](Cl)([O:23]C(=O)OC(Cl)(Cl)Cl)Cl. Product: [Cl:20][C:21]([N:1]1[CH2:5][CH2:4][C@@H:3]([NH:6][C:7](=[O:13])[O:8][C:9]([CH3:10])([CH3:12])[CH3:11])[CH2:2]1)=[O:23]. The catalyst class is: 2. (5) Reactant: O.[NH2:2][NH2:3].[Br:4][C:5]1[CH:10]=[CH:9][N:8]=[C:7](F)[CH:6]=1.[OH-].[Na+]. The catalyst class is: 6. Product: [Br:4][C:5]1[CH:10]=[CH:9][N:8]=[C:7]([NH:2][NH2:3])[CH:6]=1. (6) Reactant: C(OC([NH:11][C:12]1[C:13](=[O:27])[N:14]([CH2:19][C:20]([O:22][C:23]([CH3:26])([CH3:25])[CH3:24])=[O:21])[C:15]([CH3:18])=[CH:16][CH:17]=1)=O)C1C=CC=CC=1. Product: [NH2:11][C:12]1[C:13](=[O:27])[N:14]([CH2:19][C:20]([O:22][C:23]([CH3:26])([CH3:25])[CH3:24])=[O:21])[C:15]([CH3:18])=[CH:16][CH:17]=1. The catalyst class is: 29.